From a dataset of Forward reaction prediction with 1.9M reactions from USPTO patents (1976-2016). Predict the product of the given reaction. (1) Given the reactants [F:1][C:2]1[CH:7]=[CH:6][C:5]([CH2:8][CH2:9][C:10](=[O:22])[CH2:11][C:12]([C:14]2[CH:15]=[C:16]([CH:19]=[CH:20][CH:21]=2)[C:17]#[N:18])=[O:13])=[CH:4][CH:3]=1.[C:23]([O-])([O-])=O.[K+].[K+].CI, predict the reaction product. The product is: [F:1][C:2]1[CH:7]=[CH:6][C:5]([CH2:8][CH2:9][C:10](=[O:22])[CH:11]([CH3:23])[C:12]([C:14]2[CH:15]=[C:16]([CH:19]=[CH:20][CH:21]=2)[C:17]#[N:18])=[O:13])=[CH:4][CH:3]=1. (2) Given the reactants Cl[C:2]1[N:7]=[C:6]([O:8][C:9]2[C:14]([F:15])=[C:13]([F:16])[CH:12]=[C:11]([F:17])[C:10]=2[F:18])[CH:5]=[CH:4][N:3]=1.CC(C)(C)C(O)=O, predict the reaction product. The product is: [F:15][C:14]1[C:13]([F:16])=[CH:12][C:11]([F:17])=[C:10]([F:18])[C:9]=1[O:8][C:6]1[CH:5]=[CH:4][N:3]=[CH:2][N:7]=1.